From a dataset of Full USPTO retrosynthesis dataset with 1.9M reactions from patents (1976-2016). Predict the reactants needed to synthesize the given product. (1) Given the product [CH3:21][Si:20]([CH3:23])([CH3:22])[CH2:19][CH2:18][O:17][CH2:16][N:13]1[C:9]2[N:10]=[CH:11][N:12]=[C:7]([C:37]([CH:39]3[CH2:44][CH2:43][CH2:42][N:41]([C:45]([O:47][CH2:48][C:49]4[CH:50]=[CH:51][CH:52]=[CH:53][CH:54]=4)=[O:46])[CH2:40]3)=[O:38])[C:8]=2[CH:15]=[CH:14]1, predict the reactants needed to synthesize it. The reactants are: C([Mg]Cl)(C)C.I[C:7]1[C:8]2[CH:15]=[CH:14][N:13]([CH2:16][O:17][CH2:18][CH2:19][Si:20]([CH3:23])([CH3:22])[CH3:21])[C:9]=2[N:10]=[CH:11][N:12]=1.CC1C=CC=C(C)C=1[Mg]Br.CON(C)[C:37]([CH:39]1[CH2:44][CH2:43][CH2:42][N:41]([C:45]([O:47][CH2:48][C:49]2[CH:54]=[CH:53][CH:52]=[CH:51][CH:50]=2)=[O:46])[CH2:40]1)=[O:38].[Cl-].[NH4+]. (2) Given the product [C:1]([C:3]1[C:8]2[N:9]([CH2:12][C:13]([NH:16][CH:17]([C:19]3[CH:24]=[CH:23][C:22]([C:25]([C:26]#[N:27])([CH3:29])[CH3:28])=[C:21]([CH3:30])[CH:20]=3)[CH3:18])=[O:15])[CH:10]=[N:11][C:7]=2[CH:6]=[CH:5][CH:4]=1)#[N:2], predict the reactants needed to synthesize it. The reactants are: [C:1]([C:3]1[C:8]2[N:9]([CH2:12][C:13]([OH:15])=O)[CH:10]=[N:11][C:7]=2[CH:6]=[CH:5][CH:4]=1)#[N:2].[NH2:16][CH:17]([C:19]1[CH:24]=[CH:23][C:22]([C:25]([CH3:29])([CH3:28])[C:26]#[N:27])=[C:21]([CH3:30])[CH:20]=1)[CH3:18].CN(C(ON1N=NC2C=CC=NC1=2)=[N+](C)C)C.F[P-](F)(F)(F)(F)F. (3) Given the product [Cl:9][C:10]1[C:11]([C:7]2[C:2]([NH2:1])=[N:3][CH:4]=[CH:5][CH:6]=2)=[CH:12][C:13]([C:16]2[CH:17]=[N:18][CH:19]=[CH:20][CH:21]=2)=[N:14][CH:15]=1, predict the reactants needed to synthesize it. The reactants are: [NH2:1][C:2]1[C:7](I)=[CH:6][CH:5]=[CH:4][N:3]=1.[Cl:9][C:10]1[C:11]([Sn](C)(C)C)=[CH:12][C:13]([C:16]2[CH:17]=[N:18][CH:19]=[CH:20][CH:21]=2)=[N:14][CH:15]=1.O1CCOCC1.C(=O)([O-])O.[Na+]. (4) Given the product [ClH:32].[NH2:17][C@H:14]1[CH2:15][CH2:16][N:12]([C:8]2[CH:7]=[C:6]3[C:11](=[CH:10][CH:9]=2)[CH:3]([N:2]([CH3:1])[C:26](=[O:31])[C:27]([F:29])([F:30])[F:28])[CH2:4][CH2:5]3)[C:13]1=[O:25], predict the reactants needed to synthesize it. The reactants are: [CH3:1][N:2]([C:26](=[O:31])[C:27]([F:30])([F:29])[F:28])[CH:3]1[C:11]2[C:6](=[CH:7][C:8]([N:12]3[CH2:16][CH2:15][C@H:14]([NH:17]C(=O)OC(C)(C)C)[C:13]3=[O:25])=[CH:9][CH:10]=2)[CH2:5][CH2:4]1.[ClH:32]. (5) Given the product [NH2:1][C:4]1[C:5]([C:14]([NH2:16])=[O:15])=[N:6][N:7]2[CH2:12][CH2:11][CH2:10][C:9](=[O:13])[C:8]=12, predict the reactants needed to synthesize it. The reactants are: [N+:1]([C:4]1[C:5]([C:14]([NH2:16])=[O:15])=[N:6][N:7]2[CH2:12][CH2:11][CH2:10][C:9](=[O:13])[C:8]=12)([O-])=O.CO. (6) Given the product [Cl:1][C:2]1[CH:3]=[C:4]2[C:6]([CH:15]=[CH:14][CH:19]=[N:5]2)=[CH:7][C:8]=1[O:9][CH3:10], predict the reactants needed to synthesize it. The reactants are: [Cl:1][C:2]1[CH:3]=[C:4]([CH:6]=[CH:7][C:8]=1[O:9][CH3:10])[NH2:5].[N+]([C:14]1[CH:19]=CC(O)=C[CH:15]=1)([O-])=O.OCC(CO)O.S(=O)(=O)(O)O. (7) Given the product [F:1][C:2]1[CH:10]=[C:9]([C:11]2[N:14]=[C:15]([C:17]([F:20])([F:19])[F:18])[O:13][N:12]=2)[CH:8]=[CH:7][C:3]=1[C:4]([OH:6])=[O:5], predict the reactants needed to synthesize it. The reactants are: [F:1][C:2]1[CH:10]=[C:9]([C:11](=[NH:14])[NH:12][OH:13])[CH:8]=[CH:7][C:3]=1[C:4]([OH:6])=[O:5].[C:15](O[C:15]([C:17]([F:20])([F:19])[F:18])=O)([C:17]([F:20])([F:19])[F:18])=O. (8) Given the product [CH3:27][O:26][C:18]1[CH:17]=[C:16]([CH2:14][N:7]2[CH2:6][C:5]3[CH:4]=[C:3]([O:2][CH3:1])[N:13]=[CH:12][C:11]=3[S:10][CH2:9][CH2:8]2)[CH:25]=[CH:24][C:19]=1[C:20]([O:22][CH3:23])=[O:21], predict the reactants needed to synthesize it. The reactants are: [CH3:1][O:2][C:3]1[N:13]=[CH:12][C:11]2[S:10][CH2:9][CH2:8][NH:7][CH2:6][C:5]=2[CH:4]=1.[CH:14]([C:16]1[CH:25]=[CH:24][C:19]([C:20]([O:22][CH3:23])=[O:21])=[C:18]([O:26][CH3:27])[CH:17]=1)=O.C([BH3-])#N.[Na+]. (9) Given the product [Br:5][C:6]1[CH:7]=[CH:8][C:9]([N:12]2[C:13]3[C:29]([OH:31])=[C:19]([C:20]4[CH:25]=[CH:24][C:23]([C:26]#[N:27])=[CH:22][CH:21]=4)[C:18](=[O:28])[NH:17][C:14]=3[CH:15]=[CH:16]2)=[CH:10][CH:11]=1, predict the reactants needed to synthesize it. The reactants are: CS(C)=O.[Br:5][C:6]1[CH:11]=[CH:10][C:9]([N:12]2[CH:16]=[CH:15][C:14]([NH:17][C:18](=[O:28])[CH2:19][C:20]3[CH:25]=[CH:24][C:23]([C:26]#[N:27])=[CH:22][CH:21]=3)=[C:13]2[C:29]([O:31]CC)=O)=[CH:8][CH:7]=1.CC(C)([O-])C.[K+]. (10) The reactants are: [C:1]([C@@:3]1([OH:19])[C@H:7]([OH:8])[C@@H:6]([CH2:9][OH:10])[O:5][C@H:4]1[N:11]1[CH:16]=[CH:15][C:14](=[O:17])[NH:13][C:12]1=[O:18])#[CH:2].CN([C:23]1[C:28]2[C:29](N(C)C)=[CH:30][CH:31]=[CH:32][C:27]=2C=CC=1)C.[P:36](Cl)(Cl)(=[O:44])[O:37][C:38]1[CH:43]=[CH:42][CH:41]=[CH:40][CH:39]=1.[NH2:47][C@@H:48]([CH2:55]C1C=CC=CC=1)[C:49]([O:51]C(C)C)=[O:50].C(N(CC)CC)C. Given the product [O:18]=[C:12]1[NH:13][C:14](=[O:17])[CH:15]=[CH:16][N:11]1[C@@H:4]1[O:5][C@H:6]([CH2:9][O:10][P:36]([NH:47][C@@H:48]([CH3:55])[C:49]([O:51][CH:30]([CH2:29][CH2:28][CH3:23])[CH2:31][CH2:32][CH3:27])=[O:50])([O:37][C:38]2[CH:43]=[CH:42][CH:41]=[CH:40][CH:39]=2)=[O:44])[C@@H:7]([OH:8])[C@@:3]1([C:1]#[CH:2])[OH:19], predict the reactants needed to synthesize it.